Dataset: Forward reaction prediction with 1.9M reactions from USPTO patents (1976-2016). Task: Predict the product of the given reaction. (1) Given the reactants [CH3:1][C:2]1[C:3]([S:8][C:9]2[CH:10]=[C:11]([O:31][C:32]3[C:33]([CH3:38])=[N:34][CH:35]=[CH:36][CH:37]=3)[C:12]([NH:15][C:16]3[S:20][N:19]=[C:18]([C@H:21]4[CH2:25][O:24]C5(CCCCC5)[O:22]4)[N:17]=3)=[N:13][CH:14]=2)=[N:4][CH:5]=[CH:6][CH:7]=1.[ClH:39], predict the reaction product. The product is: [ClH:39].[CH3:1][C:2]1[C:3]([S:8][C:9]2[CH:10]=[C:11]([O:31][C:32]3[C:33]([CH3:38])=[N:34][CH:35]=[CH:36][CH:37]=3)[C:12]([NH:15][C:16]3[S:20][N:19]=[C:18]([C@H:21]([OH:22])[CH2:25][OH:24])[N:17]=3)=[N:13][CH:14]=2)=[N:4][CH:5]=[CH:6][CH:7]=1. (2) Given the reactants C(OC([N:8]1[C@H:13]([C:14]2[CH:19]=[C:18]([F:20])[C:17]([F:21])=[C:16]([F:22])[CH:15]=2)[CH2:12][O:11][CH2:10][C@@H:9]1[CH2:23][CH2:24][CH2:25][C:26]([OH:28])=[O:27])=O)(C)(C)C.[ClH:29], predict the reaction product. The product is: [ClH:29].[F:22][C:16]1[CH:15]=[C:14]([C@H:13]2[NH:8][C@@H:9]([CH2:23][CH2:24][CH2:25][C:26]([OH:28])=[O:27])[CH2:10][O:11][CH2:12]2)[CH:19]=[C:18]([F:20])[C:17]=1[F:21]. (3) Given the reactants [NH2:1][C:2]1[CH:3]=[C:4]([SH:8])[CH:5]=[CH:6][CH:7]=1.[CH:9]1(Br)[CH2:11][CH2:10]1.Cl, predict the reaction product. The product is: [CH:9]1([S:8][C:4]2[CH:3]=[C:2]([CH:7]=[CH:6][CH:5]=2)[NH2:1])[CH2:11][CH2:10]1. (4) Given the reactants [C:1]([O:10][CH2:11][CH3:12])(=[O:9])/[CH:2]=[CH:3]/[C:4]([O:6][CH2:7][CH3:8])=[O:5].C(O)[CH:14]([OH:16])C.[C:18]1(C=CC(O)=CC=1)[OH:19], predict the reaction product. The product is: [C:4]([O:6][CH2:7][CH2:8][CH2:18][OH:19])(=[O:5])/[CH:3]=[CH:2]/[C:1]([O:10][CH2:11][CH2:12][CH2:14][OH:16])=[O:9]. (5) Given the reactants [C:1]([C:3]1[CH:4]=[CH:5][C:6]([F:22])=[C:7]([C@:9]2([CH2:20][F:21])[CH2:14][C@@H:13]([C:15]([F:18])([F:17])[F:16])[O:12][C:11]([NH2:19])=[N:10]2)[CH:8]=1)#[CH:2].Br[C:24]1[CH:31]=[CH:30][C:27]([C:28]#[N:29])=[CH:26][N:25]=1.C(N(CC)CC)C, predict the reaction product. The product is: [NH2:19][C:11]1[O:12][C@H:13]([C:15]([F:16])([F:17])[F:18])[CH2:14][C@:9]([C:7]2[CH:8]=[C:3]([C:1]#[C:2][C:24]3[CH:31]=[CH:30][C:27]([C:28]#[N:29])=[CH:26][N:25]=3)[CH:4]=[CH:5][C:6]=2[F:22])([CH2:20][F:21])[N:10]=1. (6) Given the reactants [CH3:1][O:2][C:3]1[CH:8]=[C:7]([O:9][CH3:10])[CH:6]=[CH:5][C:4]=1[C:11]1[NH:12][C@@H:13]([CH:18]([CH3:20])[CH3:19])[C:14](=[O:17])[S:15][CH:16]=1.COC1C=C(OC)C=CC=1C1CSC(=O)[C@H](C(C)C)N=1.C([BH3-])#N.[Na+].C(O)(=O)C, predict the reaction product. The product is: [CH3:1][O:2][C:3]1[CH:8]=[C:7]([O:9][CH3:10])[CH:6]=[CH:5][C:4]=1[C@H:11]1[NH:12][C@@H:13]([CH:18]([CH3:19])[CH3:20])[C:14](=[O:17])[S:15][CH2:16]1. (7) Given the reactants O=[C:2]([CH3:19])[CH2:3][N:4]1[C:8]([C:9](OCC)=[O:10])=[CH:7][C:6]([C:14]([O:16][CH2:17][CH3:18])=[O:15])=[N:5]1.C([O-])(=O)C.[NH4+:24], predict the reaction product. The product is: [OH:10][C:9]1[C:8]2[N:4]([N:5]=[C:6]([C:14]([O:16][CH2:17][CH3:18])=[O:15])[CH:7]=2)[CH:3]=[C:2]([CH3:19])[N:24]=1. (8) The product is: [N:25]([C@@H:28]([C@H:32]([C:40]1[CH:41]=[C:42]([F:47])[CH:43]=[C:44]([F:46])[CH:45]=1)[C:33]1[CH:38]=[CH:37][C:36]([F:39])=[CH:35][CH:34]=1)[C:29]([NH:1][C:2]1[CH:23]=[CH:22][CH:21]=[C:20]([F:24])[C:3]=1[CH2:4][CH2:5][C@H:6]1[CH2:10][O:9][C:8]([CH3:11])([CH3:12])[N:7]1[C:13]([O:15][C:16]([CH3:19])([CH3:17])[CH3:18])=[O:14])=[O:30])=[N+:26]=[N-:27]. Given the reactants [NH2:1][C:2]1[CH:23]=[CH:22][CH:21]=[C:20]([F:24])[C:3]=1[CH2:4][CH2:5][C@H:6]1[CH2:10][O:9][C:8]([CH3:12])([CH3:11])[N:7]1[C:13]([O:15][C:16]([CH3:19])([CH3:18])[CH3:17])=[O:14].[N:25]([C@@H:28]([C@H:32]([C:40]1[CH:45]=[C:44]([F:46])[CH:43]=[C:42]([F:47])[CH:41]=1)[C:33]1[CH:38]=[CH:37][C:36]([F:39])=[CH:35][CH:34]=1)[C:29](O)=[O:30])=[N+:26]=[N-:27].O=P(Cl)(Cl)Cl, predict the reaction product. (9) Given the reactants C([O:3][C:4]([C@@H:6]1[CH2:11][C@:10]2([CH2:12][OH:13])[C@@H:8]([CH2:9]2)[N:7]1[C:14]([O:16][C:17]([CH3:20])([CH3:19])[CH3:18])=[O:15])=O)C.[Li+].[BH4-].C([O-])(O)=O.[Na+], predict the reaction product. The product is: [C:17]([O:16][C:14]([N:7]1[C@H:6]([CH2:4][OH:3])[CH2:11][C@:10]2([CH2:12][OH:13])[C@H:8]1[CH2:9]2)=[O:15])([CH3:20])([CH3:19])[CH3:18]. (10) Given the reactants N1C=CN=C1.[Si:6](Cl)([C:9]([CH3:12])([CH3:11])[CH3:10])([CH3:8])[CH3:7].CN(C)C=O.[OH:19][CH:20]1[CH2:24][CH2:23][O:22][C:21]1=[O:25], predict the reaction product. The product is: [Si:6]([O:19][CH:20]1[CH2:24][CH2:23][O:22][C:21]1=[O:25])([C:9]([CH3:12])([CH3:11])[CH3:10])([CH3:8])[CH3:7].